Task: Predict the reactants needed to synthesize the given product.. Dataset: Full USPTO retrosynthesis dataset with 1.9M reactions from patents (1976-2016) (1) Given the product [Br:1][C:2]1[CH:15]=[C:14]2[C:5]([O:6][CH:7]3[C:12]([CH3:21])([C:13]2=[O:16])[CH2:11][C:10]2([O:20][CH2:19][CH2:18][O:17]2)[CH2:9][CH2:8]3)=[CH:4][CH:3]=1, predict the reactants needed to synthesize it. The reactants are: [Br:1][C:2]1[CH:15]=[C:14]2[C:5]([O:6][CH:7]3[CH:12]([C:13]2=[O:16])[CH2:11][C:10]2([O:20][CH2:19][CH2:18][O:17]2)[CH2:9][CH2:8]3)=[CH:4][CH:3]=1.[CH3:21]C(C)([O-])C.[K+].IC.[Cl-].[NH4+]. (2) The reactants are: Br[CH2:2][C@H:3]1[C@@:5]2([N:11]=[C:10]([C:12]3[CH:17]=[CH:16][C:15]([Cl:18])=[CH:14][CH:13]=3)[C:9]3[C:19]([CH3:23])=[C:20]([CH3:22])[S:21][C:8]=3[N:7]3[C:24]([CH3:27])=[N:25][N:26]=[C:6]23)[CH2:4]1.Cl.[CH2:29]([NH2:31])[CH3:30].CCN(C(C)C)C(C)C. Given the product [Cl:18][C:15]1[CH:16]=[CH:17][C:12]([C:10]2[C:9]3[C:19]([CH3:23])=[C:20]([CH3:22])[S:21][C:8]=3[N:7]3[C:24]([CH3:27])=[N:25][N:26]=[C:6]3[C@@:5]3([CH2:4][C@H:3]3[CH2:2][NH:31][CH2:29][CH3:30])[N:11]=2)=[CH:13][CH:14]=1, predict the reactants needed to synthesize it. (3) The reactants are: [CH:1]([N:4]([CH3:29])[C:5]1[C:6]([C:19]2[CH:27]=[C:26]3[C:22]([CH:23]=[N:24][N:25]3[CH3:28])=[CH:21][CH:20]=2)=[N:7][C:8]2[C:13]([N:14]=1)=[CH:12][C:11]([C:15]([O:17]C)=[O:16])=[CH:10][CH:9]=2)([CH3:3])[CH3:2].O[Li].O.Cl. Given the product [CH:1]([N:4]([CH3:29])[C:5]1[C:6]([C:19]2[CH:27]=[C:26]3[C:22]([CH:23]=[N:24][N:25]3[CH3:28])=[CH:21][CH:20]=2)=[N:7][C:8]2[C:13]([N:14]=1)=[CH:12][C:11]([C:15]([OH:17])=[O:16])=[CH:10][CH:9]=2)([CH3:3])[CH3:2], predict the reactants needed to synthesize it. (4) Given the product [CH2:19]([O:26][C:27](=[O:37])[NH:28][CH2:29][C@H:30]1[CH2:35][CH2:34][C@@H:33]([NH:36][C:2]2[CH:7]=[C:6]([Cl:8])[N:5]=[C:4]([CH3:9])[N:3]=2)[CH2:32][CH2:31]1)[C:20]1[CH:21]=[CH:22][CH:23]=[CH:24][CH:25]=1, predict the reactants needed to synthesize it. The reactants are: Cl[C:2]1[CH:7]=[C:6]([Cl:8])[N:5]=[C:4]([CH3:9])[N:3]=1.CCN(C(C)C)C(C)C.[CH2:19]([O:26][C:27](=[O:37])[NH:28][CH2:29][C@H:30]1[CH2:35][CH2:34][C@@H:33]([NH2:36])[CH2:32][CH2:31]1)[C:20]1[CH:25]=[CH:24][CH:23]=[CH:22][CH:21]=1.